The task is: Predict the reaction yield, written as a fraction of the theoretical maximum amount of product (1.0 means a 100% yield; for example, 0.34 means a 34% yield).. This data is from Reaction yield outcomes from USPTO patents with 853,638 reactions. (1) The reactants are C([O:3][P:4]([C:9]1[C:13]([P:14]([O:19]CC)([O:16]CC)=[O:15])=[CH:12][S:11][CH:10]=1)([O:6]CC)=[O:5])C.I[Si](C)(C)C. The catalyst is C(#N)C. The product is [P:14]([C:13]1[C:9]([P:4]([OH:5])([OH:6])=[O:3])=[CH:10][S:11][CH:12]=1)([OH:19])([OH:16])=[O:15]. The yield is 0.970. (2) The reactants are [CH3:1][O:2][C:3]([NH:5][C:6]1[NH:32][C:9]2=[N:10][CH:11]=[C:12]([C:14]3[CH:15]=[CH:16][C:17]4[O:23][CH2:22][CH2:21][N:20](C(OC(C)(C)C)=O)[CH2:19][C:18]=4[CH:31]=3)[CH:13]=[C:8]2[N:7]=1)=[O:4].C(#N)C.[ClH:36]. The catalyst is O1CCOCC1. The product is [ClH:36].[O:23]1[C:17]2[CH:16]=[CH:15][C:14]([C:12]3[CH:13]=[C:8]4[NH:7][C:6]([NH:5][C:3](=[O:4])[O:2][CH3:1])=[N:32][C:9]4=[N:10][CH:11]=3)=[CH:31][C:18]=2[CH2:19][NH:20][CH2:21][CH2:22]1. The yield is 1.00. (3) The reactants are Cl[C:2]1[C:7]([CH:8]=O)=[CH:6][N:5]=[C:4]2[NH:10][CH:11]=[CH:12][C:3]=12.[CH3:13][NH:14][NH2:15].Cl.O. The catalyst is CCCCO. The product is [CH3:13][N:14]1[C:2]2=[C:3]3[CH:12]=[CH:11][NH:10][C:4]3=[N:5][CH:6]=[C:7]2[CH:8]=[N:15]1. The yield is 0.730. (4) The reactants are [Cl:1][C:2]1[C:7]([O:8][CH3:9])=[CH:6][C:5]([O:10][CH3:11])=[CH:4][C:3]=1[C:12]1[C:23](=[O:24])[NH:22][C:15]2[N:16]=[C:17]([S:20][CH3:21])[N:18]=[CH:19][C:14]=2[CH:13]=1.CS(O[CH2:30][CH2:31][C:32]1[CH:37]=[CH:36][C:35]([NH:38][C:39]([O:41][C:42]([CH3:45])([CH3:44])[CH3:43])=[O:40])=[CH:34][N:33]=1)(=O)=O.C([O-])([O-])=O.[K+].[K+].O. The catalyst is CN(C=O)C. The product is [Cl:1][C:2]1[C:7]([O:8][CH3:9])=[CH:6][C:5]([O:10][CH3:11])=[CH:4][C:3]=1[C:12]1[C:23](=[O:24])[N:22]([CH2:30][CH2:31][C:32]2[N:33]=[CH:34][C:35]([NH:38][C:39](=[O:40])[O:41][C:42]([CH3:45])([CH3:44])[CH3:43])=[CH:36][CH:37]=2)[C:15]2[N:16]=[C:17]([S:20][CH3:21])[N:18]=[CH:19][C:14]=2[CH:13]=1. The yield is 0.880. (5) The reactants are [NH2:1][C@H:2]([C:4]([OH:6])=[O:5])[CH3:3].I[C:8]1[CH:13]=[CH:12][CH:11]=[CH:10][CH:9]=1.C([O-])([O-])=O.[K+].[K+].Cl. The catalyst is [Cl-].C([N+](CC)(CC)CC)C1C=CC=CC=1.CN(C=O)C.C(OCC)(=O)C.O.[Cu]I.CCCCCC.C(OCC)(=O)C.C(O)(=O)C.C(N(CC)CC)C. The product is [C:8]1([NH:1][CH:2]([CH3:3])[C:4]([OH:6])=[O:5])[CH:13]=[CH:12][CH:11]=[CH:10][CH:9]=1. The yield is 0.450. (6) The reactants are [C:1]([O:5][C:6]([N:8]1[CH2:12][CH2:11][CH2:10][C@@H:9]1[C:13]([OH:15])=O)=[O:7])([CH3:4])([CH3:3])[CH3:2].[NH:16]1[CH2:21][CH2:20][O:19][CH2:18][CH2:17]1.C(Cl)CCl.C1C=CC2N(O)N=NC=2C=1.CCN(CC)CC. The catalyst is C(Cl)Cl. The product is [C:1]([O:5][C:6]([N:8]1[CH2:12][CH2:11][CH2:10][C@@H:9]1[C:13]([N:16]1[CH2:21][CH2:20][O:19][CH2:18][CH2:17]1)=[O:15])=[O:7])([CH3:2])([CH3:3])[CH3:4]. The yield is 0.630. (7) The reactants are [H-].[Na+].[CH2:3]([O:5][C:6]([C:8]1[NH:9][C:10]2[C:15]([CH:16]=1)=[C:14]([Br:17])[CH:13]=[CH:12][CH:11]=2)=[O:7])[CH3:4].Cl[CH2:19][C:20]#[N:21]. The catalyst is CN(C)C=O. The product is [CH2:3]([O:5][C:6]([C:8]1[N:9]([CH2:19][C:20]#[N:21])[C:10]2[C:15]([CH:16]=1)=[C:14]([Br:17])[CH:13]=[CH:12][CH:11]=2)=[O:7])[CH3:4]. The yield is 0.710. (8) The reactants are [N:1]1[CH:6]=[CH:5][CH:4]=[CH:3][C:2]=1[C:7]1[O:11][CH:10]=[N:9][CH:8]=1.[CH2:12]([O:19][C:20]1[CH:30]=[CH:29][C:23]([O:24][CH2:25][C:26](O)=[O:27])=[CH:22][CH:21]=1)[C:13]1[CH:18]=[CH:17][CH:16]=[CH:15][CH:14]=1. No catalyst specified. The product is [CH2:12]([O:19][C:20]1[CH:21]=[CH:22][C:23]([O:24][CH2:25][C:26]([C:10]2[O:11][C:7]([C:2]3[CH:3]=[CH:4][CH:5]=[CH:6][N:1]=3)=[CH:8][N:9]=2)=[O:27])=[CH:29][CH:30]=1)[C:13]1[CH:14]=[CH:15][CH:16]=[CH:17][CH:18]=1. The yield is 0.100.